From a dataset of Catalyst prediction with 721,799 reactions and 888 catalyst types from USPTO. Predict which catalyst facilitates the given reaction. (1) Reactant: [CH3:1][C:2]1[C:3]([CH:8]2[CH2:13][CH2:12][CH2:11][CH:10]([C:14]3[C:19]([CH3:20])=[CH:18][CH:17]=[CH:16][N:15]=3)[NH:9]2)=[N:4][CH:5]=[CH:6][CH:7]=1.Br[CH2:22][C:23]1[C:24]([C:29]#[N:30])=[CH:25][CH:26]=[CH:27][CH:28]=1.CCN(C(C)C)C(C)C. Product: [CH3:1][C:2]1[C:3]([CH:8]2[CH2:13][CH2:12][CH2:11][CH:10]([C:14]3[C:19]([CH3:20])=[CH:18][CH:17]=[CH:16][N:15]=3)[N:9]2[CH2:22][C:23]2[CH:28]=[CH:27][CH:26]=[CH:25][C:24]=2[C:29]#[N:30])=[N:4][CH:5]=[CH:6][CH:7]=1. The catalyst class is: 3. (2) Reactant: [CH:1]1([NH:7][C:8](=[O:16])[CH:9]([OH:15])[C:10]([CH3:14])([CH3:13])[CH2:11]O)[CH2:6][CH2:5][CH2:4][CH2:3][CH2:2]1.C(N([CH2:22][CH3:23])CC)C.[C:24]1(C)[C:25]([S:30](Cl)(=[O:32])=[O:31])=[CH:26][CH:27]=C[CH:29]=1.[H-].[Na+]. Product: [CH:1]1([N:7]2[CH2:11][C:10]([CH3:14])([CH3:13])[CH:9]([O:15][S:30]([C:25]3[CH:26]=[CH:27][C:22]([CH3:23])=[CH:29][CH:24]=3)(=[O:32])=[O:31])[C:8]2=[O:16])[CH2:6][CH2:5][CH2:4][CH2:3][CH2:2]1. The catalyst class is: 2.